Task: Predict which catalyst facilitates the given reaction.. Dataset: Catalyst prediction with 721,799 reactions and 888 catalyst types from USPTO (1) Reactant: [F:1][C:2]1[CH:9]=[CH:8][CH:7]=[CH:6][C:3]=1[CH2:4][OH:5].[CH3:10][S:11](Cl)(=[O:13])=[O:12].C(N(CC)CC)C. Product: [F:1][C:2]1[CH:9]=[CH:8][CH:7]=[CH:6][C:3]=1[CH2:4][O:5][S:11]([CH3:10])(=[O:13])=[O:12]. The catalyst class is: 4. (2) Reactant: B.[Br:2][C:3]1[C:28]([F:29])=[CH:27][C:6]2[O:7][C:8]3[CH:25]=[C:24]([F:26])[CH:23]=[CH:22][C:9]=3[C@H:10]3[C@H:15]([NH:16][C:17](=[O:20])[O:18][CH3:19])[CH2:14][CH2:13][C:12](=O)[N:11]3[C:5]=2[CH:4]=1.O. Product: [Br:2][C:3]1[C:28]([F:29])=[CH:27][C:6]2[O:7][C:8]3[CH:25]=[C:24]([F:26])[CH:23]=[CH:22][C:9]=3[C@H:10]3[C@H:15]([NH:16][C:17](=[O:20])[O:18][CH3:19])[CH2:14][CH2:13][CH2:12][N:11]3[C:5]=2[CH:4]=1. The catalyst class is: 56. (3) Reactant: [Br:1][CH2:2][C:3]([C:5]1[CH:14]=[CH:13][C:12]2[CH2:11][CH2:10][CH2:9][CH2:8][C:7]=2[CH:6]=1)=O.[NH:15]1[CH2:19][CH2:18][NH:17][C:16]1=[S:20]. Product: [BrH:1].[CH:6]1[C:7]2[CH2:8][CH2:9][CH2:10][CH2:11][C:12]=2[CH:13]=[CH:14][C:5]=1[C:3]1[N:17]2[CH2:18][CH2:19][N:15]=[C:16]2[S:20][CH:2]=1. The catalyst class is: 16. (4) Product: [F:25][C:22]1[CH:23]=[CH:24][C:19]([S:16]([N:14]([CH3:15])[CH:10]2[CH2:11][CH2:12][C:13]3[N:8]([C:7]4[N:26]=[CH:27][CH:28]=[CH:29][C:6]=4[C:5]=3[CH2:4][C:3]([OH:30])=[O:2])[CH2:9]2)(=[O:17])=[O:18])=[CH:20][CH:21]=1. Reactant: C[O:2][C:3](=[O:30])[CH2:4][C:5]1[C:6]2[CH:29]=[CH:28][CH:27]=[N:26][C:7]=2[N:8]2[C:13]=1[CH2:12][CH2:11][CH:10]([N:14]([S:16]([C:19]1[CH:24]=[CH:23][C:22]([F:25])=[CH:21][CH:20]=1)(=[O:18])=[O:17])[CH3:15])[CH2:9]2.C1COCC1.O.[Li+].[OH-].CC(O)=O. The catalyst class is: 170. (5) Product: [F:11][C:8]1[CH:9]=[CH:10][C:5]([CH:3]([OH:4])[CH:2]([NH:1][C:33](=[O:34])[C:32]2[CH:36]=[CH:37][CH:38]=[C:30]([O:23][C:24]3[CH:25]=[CH:26][CH:27]=[CH:28][CH:29]=3)[CH:31]=2)[CH2:12][C:13]2[CH:18]=[CH:17][C:16]([C:19]([F:22])([F:20])[F:21])=[CH:15][CH:14]=2)=[CH:6][CH:7]=1. The catalyst class is: 47. Reactant: [NH2:1][CH:2]([CH2:12][C:13]1[CH:18]=[CH:17][C:16]([C:19]([F:22])([F:21])[F:20])=[CH:15][CH:14]=1)[CH:3]([C:5]1[CH:10]=[CH:9][C:8]([F:11])=[CH:7][CH:6]=1)[OH:4].[O:23]([C:30]1[CH:31]=[C:32]([CH:36]=[CH:37][CH:38]=1)[C:33](O)=[O:34])[C:24]1[CH:29]=[CH:28][CH:27]=[CH:26][CH:25]=1.Cl.C(N=C=NCCCN(C)C)C.ON1C2C=CC=CC=2N=N1. (6) Reactant: [Cl:1][C:2]1[CH:14]=[N:13][C:5]2[NH:6][C:7]3[CH2:12][CH2:11][NH:10][CH2:9][C:8]=3[C:4]=2[CH:3]=1.Br[CH2:16][C:17]1[CH:18]=[C:19]([CH:22]=[CH:23][CH:24]=1)[C:20]#[N:21].C([O-])([O-])=O.[K+].[K+]. Product: [Cl:1][C:2]1[CH:14]=[N:13][C:5]2[NH:6][C:7]3[CH2:12][CH2:11][N:10]([CH2:16][C:17]4[CH:18]=[C:19]([CH:22]=[CH:23][CH:24]=4)[C:20]#[N:21])[CH2:9][C:8]=3[C:4]=2[CH:3]=1. The catalyst class is: 3. (7) Reactant: [C:1]([N:4]1[C:13]2[C:8](=[CH:9][C:10]([C:14]([O:16][CH2:17][CH3:18])=[O:15])=[CH:11][CH:12]=2)[CH:7]([NH:19]C(OCC2C=CC=CC=2)=O)[CH:6]([CH3:30])[CH:5]1[CH:31]1[CH2:33][CH2:32]1)(=[O:3])[CH3:2].C(N1C2C(=CC(C(NC)=O)=CC=2)C(N)C(C)C1CC)(=O)C. Product: [C:1]([N:4]1[C:13]2[C:8](=[CH:9][C:10]([C:14]([O:16][CH2:17][CH3:18])=[O:15])=[CH:11][CH:12]=2)[CH:7]([NH2:19])[CH:6]([CH3:30])[CH:5]1[CH:31]1[CH2:32][CH2:33]1)(=[O:3])[CH3:2]. The catalyst class is: 29. (8) Reactant: Br[C:2]1[CH:7]=[CH:6][CH:5]=[C:4]([CH:8]([F:10])[F:9])[CH:3]=1.[B:11]1([B:11]2[O:15][C:14]([CH3:17])([CH3:16])[C:13]([CH3:19])([CH3:18])[O:12]2)[O:15][C:14]([CH3:17])([CH3:16])[C:13]([CH3:19])([CH3:18])[O:12]1.C([O-])(=O)C.[K+]. Product: [F:9][CH:8]([F:10])[C:4]1[CH:3]=[C:2]([B:11]2[O:15][C:14]([CH3:17])([CH3:16])[C:13]([CH3:19])([CH3:18])[O:12]2)[CH:7]=[CH:6][CH:5]=1. The catalyst class is: 75. (9) Reactant: Br[CH2:2][C:3]1[CH:4]=[CH:5][C:6]([CH3:25])=[C:7]([C:9]2[N:14]=[C:13]3[N:15]([CH3:24])[C:16](=[O:23])[N:17]([CH2:18][C:19]([CH3:22])([CH3:21])[CH3:20])[C:12]3=[CH:11][CH:10]=2)[CH:8]=1.[C-:26]#[N:27].[K+]. Product: [CH3:22][C:19]([CH3:21])([CH3:20])[CH2:18][N:17]1[C:12]2[C:13](=[N:14][C:9]([C:7]3[CH:8]=[C:3]([CH2:2][C:26]#[N:27])[CH:4]=[CH:5][C:6]=3[CH3:25])=[CH:10][CH:11]=2)[N:15]([CH3:24])[C:16]1=[O:23]. The catalyst class is: 37.